This data is from Forward reaction prediction with 1.9M reactions from USPTO patents (1976-2016). The task is: Predict the product of the given reaction. (1) Given the reactants [CH2:1]([N:3]1[C:9]2[CH:10]=[C:11]([NH2:14])[CH:12]=[CH:13][C:8]=2[CH2:7][N:6]([CH2:15][CH3:16])[CH2:5][CH2:4]1)[CH3:2].Cl[C:18]1[N:23]=[C:22]([NH:24][C:25]2[CH:30]=[CH:29][CH:28]=[CH:27][C:26]=2[S:31]([N:34]([CH3:36])[CH3:35])(=[O:33])=[O:32])[C:21]([Cl:37])=[CH:20][N:19]=1.C12(CS(O)(=O)=O)C(C)(C)C(CC1)CC2=O, predict the reaction product. The product is: [Cl:37][C:21]1[C:22]([NH:24][C:25]2[CH:30]=[CH:29][CH:28]=[CH:27][C:26]=2[S:31]([N:34]([CH3:36])[CH3:35])(=[O:33])=[O:32])=[N:23][C:18]([NH:14][C:11]2[CH:12]=[CH:13][C:8]3[CH2:7][N:6]([CH2:15][CH3:16])[CH2:5][CH2:4][N:3]([CH2:1][CH3:2])[C:9]=3[CH:10]=2)=[N:19][CH:20]=1. (2) Given the reactants Cl[C:2]1[CH:3]=[C:4]([CH:9]=[C:10]([Cl:12])[N:11]=1)[C:5]([O:7][CH3:8])=[O:6].C1(C)C=CC=CC=1.C([Sn](CCCC)(CCCC)[C:25]([O:27][CH2:28][CH3:29])=[CH2:26])CCC, predict the reaction product. The product is: [CH3:8][O:7][C:5](=[O:6])[C:4]1[CH:3]=[C:2]([C:25]([O:27][CH2:28][CH3:29])=[CH2:26])[N:11]=[C:10]([Cl:12])[CH:9]=1. (3) Given the reactants FC(F)(F)C(O)=O.ClC1C(N[C@@H]2[C@@H]3C[C@@H](C=C3)[C@@H]2C(N)=O)=C2N=[C:16]([C:18]3[CH:23]=C[C:21]([CH2:24][N:25]4[CH2:30][CH2:29][O:28][CH2:27][CH2:26]4)=[CH:20][CH:19]=3)NC2=NC=1.[NH2:42][C:43]1[C:48]([NH2:49])=[C:47]([NH:50][C@@H:51]2[C@@H:56]3[CH2:57][C@@H:53]([CH:54]=[CH:55]3)[C@@H:52]2[C:58]([NH2:60])=[O:59])[C:46]([Cl:61])=[CH:45][N:44]=1, predict the reaction product. The product is: [Cl:61][C:46]1[C:47]([NH:50][C@@H:51]2[C@@H:56]3[CH2:57][C@@H:53]([CH:54]=[CH:55]3)[C@@H:52]2[C:58]([NH2:60])=[O:59])=[C:48]2[N:49]=[C:23]([C:18]3[CH:19]=[CH:20][CH:21]=[C:24]([N:25]4[CH2:26][CH2:27][O:28][CH2:29][CH2:30]4)[CH:16]=3)[NH:42][C:43]2=[N:44][CH:45]=1. (4) Given the reactants [CH3:1][C:2]1[CH:7]=[CH:6][CH:5]=[CH:4][C:3]=1[C:8]1[C:12]([C:13]([OH:15])=O)=[CH:11][O:10][N:9]=1.CN(C(ON1N=NC2C=CC=CC1=2)=[N+](C)C)C.[B-](F)(F)(F)F.Cl.[NH:39]1[CH2:44][CH2:43][CH2:42][C@H:41]([C:45]([OH:48])([CH3:47])[CH3:46])[CH2:40]1.CCN(CC)CC, predict the reaction product. The product is: [CH3:1][C:2]1[CH:7]=[CH:6][CH:5]=[CH:4][C:3]=1[C:8]1[C:12]([C:13]([N:39]2[CH2:44][CH2:43][CH2:42][C@H:41]([C:45]([OH:48])([CH3:47])[CH3:46])[CH2:40]2)=[O:15])=[CH:11][O:10][N:9]=1.